The task is: Regression/Classification. Given a drug SMILES string, predict its absorption, distribution, metabolism, or excretion properties. Task type varies by dataset: regression for continuous measurements (e.g., permeability, clearance, half-life) or binary classification for categorical outcomes (e.g., BBB penetration, CYP inhibition). Dataset: cyp2d6_veith.. This data is from CYP2D6 inhibition data for predicting drug metabolism from PubChem BioAssay. (1) The molecule is FC(F)(F)c1nnc(-c2ccccc2)nc1Sc1ccccc1. The result is 0 (non-inhibitor). (2) The drug is N#Cc1ccc(CN2CC[C@@]3(CCCN(C(=O)Oc4ccccc4)C3)C2)cc1. The result is 1 (inhibitor). (3) The compound is COc1ncnc(NS(=O)(=O)c2ccc(N)cc2)c1OC. The result is 0 (non-inhibitor). (4) The compound is O=C(NCCCN1CCCC1=O)c1ccc(CNS(=O)(=O)c2ccc(F)cc2)cc1. The result is 0 (non-inhibitor).